This data is from Peptide-MHC class II binding affinity with 134,281 pairs from IEDB. The task is: Regression. Given a peptide amino acid sequence and an MHC pseudo amino acid sequence, predict their binding affinity value. This is MHC class II binding data. (1) The peptide sequence is QQIKFAALSARAVAL. The MHC is HLA-DQA10501-DQB10201 with pseudo-sequence HLA-DQA10501-DQB10201. The binding affinity (normalized) is 0.488. (2) The peptide sequence is PANDKFTVFEAAFND. The MHC is HLA-DPA10201-DPB10501 with pseudo-sequence HLA-DPA10201-DPB10501. The binding affinity (normalized) is 0.327. (3) The peptide sequence is AYKTAEGATPEAKYD. The MHC is DRB1_0802 with pseudo-sequence DRB1_0802. The binding affinity (normalized) is 0.0887. (4) The peptide sequence is NVSHIQSAVVCGRRH. The MHC is DRB5_0101 with pseudo-sequence DRB5_0101. The binding affinity (normalized) is 0.588.